Task: Predict the reaction yield, written as a fraction of the theoretical maximum amount of product (1.0 means a 100% yield; for example, 0.34 means a 34% yield).. Dataset: Reaction yield outcomes from USPTO patents with 853,638 reactions (1) The reactants are [N:1]([Sn](CCCC)(CCCC)CCCC)=[N+:2]=[N-:3].[F:17][C:18]1[CH:64]=[CH:63][CH:62]=[C:61]([C:65]([F:68])([F:67])[F:66])[C:19]=1[CH2:20][N:21]1[C:26]2[CH2:27][O:28][C:29]3([CH2:34][CH2:33][N:32]([CH2:35][C:36]4[O:37][C:38]([C:41]([F:44])([F:43])[F:42])=[CH:39][CH:40]=4)[CH2:31][CH2:30]3)[C:25]=2[C:24](=[O:45])[N:23]([CH2:46][C@H:47]([NH:54][CH2:55][CH2:56][CH2:57][C:58]#[N:59])[C:48]2[CH:53]=[CH:52][CH:51]=[CH:50][CH:49]=2)[C:22]1=[O:60].[NH4+].[Cl-]. The catalyst is C1(C)C=CC=CC=1. The product is [N:59]1[NH:1][N:2]=[N:3][C:58]=1[CH2:57][CH2:56][CH2:55][NH:54][C@H:47]([C:48]1[CH:53]=[CH:52][CH:51]=[CH:50][CH:49]=1)[CH2:46][N:23]1[C:24](=[O:45])[C:25]2[C:29]3([O:28][CH2:27][C:26]=2[N:21]([CH2:20][C:19]2[C:61]([C:65]([F:68])([F:66])[F:67])=[CH:62][CH:63]=[CH:64][C:18]=2[F:17])[C:22]1=[O:60])[CH2:34][CH2:33][N:32]([CH2:35][C:36]1[O:37][C:38]([C:41]([F:44])([F:43])[F:42])=[CH:39][CH:40]=1)[CH2:31][CH2:30]3. The yield is 0.400. (2) The reactants are C(N(CC)CC)C.[CH2:8]([NH:12][CH2:13][C:14]1[C:23]2[C:18](=[CH:19][CH:20]=[CH:21][CH:22]=2)[C:17]([O:24][CH3:25])=[C:16]([O:26][CH3:27])[CH:15]=1)[CH2:9][CH2:10][CH3:11].[C:28](Cl)([CH3:30])=[O:29]. The catalyst is C(Cl)Cl. The product is [C:28]([N:12]([CH2:13][C:14]1[C:23]2[C:18](=[CH:19][CH:20]=[CH:21][CH:22]=2)[C:17]([O:24][CH3:25])=[C:16]([O:26][CH3:27])[CH:15]=1)[CH2:8][CH2:9][CH2:10][CH3:11])(=[O:29])[CH3:30]. The yield is 1.00. (3) The reactants are [F:1][C:2]1[CH:8]=[C:7]([F:9])[CH:6]=[CH:5][C:3]=1[NH2:4].N1C=CC=CC=1.Cl[C:17]([O:19][C:20]1[CH:25]=[CH:24][CH:23]=[CH:22][CH:21]=1)=[O:18].O. The yield is 0.858. The catalyst is O1CCCC1.C(OCC)(=O)C. The product is [F:1][C:2]1[CH:8]=[C:7]([F:9])[CH:6]=[CH:5][C:3]=1[NH:4][C:17](=[O:18])[O:19][C:20]1[CH:25]=[CH:24][CH:23]=[CH:22][CH:21]=1. (4) The reactants are [NH:1]1[CH2:6][CH2:5][CH:4]([CH2:7][N:8]2[C:16]3[C:11](=[CH:12][CH:13]=[CH:14][CH:15]=3)[C:10]3([CH2:20][O:19][C:18]4[CH:21]=[C:22]5[C:26](=[CH:27][C:17]3=4)[CH2:25][CH2:24][O:23]5)[C:9]2=[O:28])[CH2:3][CH2:2]1.[CH3:29][C:30]([CH3:32])=O.C([BH3-])#N.[Na+]. The catalyst is C(O)(=O)C.CO.C(=O)(O)[O-].[Na+]. The product is [CH3:29][CH:30]([N:1]1[CH2:6][CH2:5][CH:4]([CH2:7][N:8]2[C:16]3[C:11](=[CH:12][CH:13]=[CH:14][CH:15]=3)[C:10]3([CH2:20][O:19][C:18]4[CH:21]=[C:22]5[C:26](=[CH:27][C:17]3=4)[CH2:25][CH2:24][O:23]5)[C:9]2=[O:28])[CH2:3][CH2:2]1)[CH3:32]. The yield is 0.640. (5) The product is [CH2:1]([O:8][C:9]1[CH:10]=[C:11]2[C:15](=[CH:16][CH:17]=1)[CH2:14][CH:13]([CH:18]([O:37][Si:38]([C:41]([CH3:43])([CH3:44])[CH3:42])([CH3:39])[CH3:40])[C:19]1[O:20][C:21]([C:46]3[CH:51]=[CH:50][CH:49]=[CH:48][N:47]=3)=[CH:22][N:23]=1)[CH2:12]2)[C:2]1[CH:7]=[CH:6][CH:5]=[CH:4][CH:3]=1. No catalyst specified. The reactants are [CH2:1]([O:8][C:9]1[CH:10]=[C:11]2[C:15](=[CH:16][CH:17]=1)[CH2:14][CH:13]([CH:18]([O:37][Si:38]([C:41]([CH3:44])([CH3:43])[CH3:42])([CH3:40])[CH3:39])[C:19]1[O:20][C:21]([Sn](CCCC)(CCCC)CCCC)=[CH:22][N:23]=1)[CH2:12]2)[C:2]1[CH:7]=[CH:6][CH:5]=[CH:4][CH:3]=1.Br[C:46]1[CH:51]=[CH:50][CH:49]=[CH:48][N:47]=1. The yield is 0.590. (6) The reactants are [Br:1][C:2]1[CH:3]=[CH:4][CH:5]=[C:6]2[C:10]=1[NH:9][C:8](=[O:11])[CH:7]2[C:12]1[C:20]([OH:21])=[CH:19][C:15]2[O:16][CH2:17][O:18][C:14]=2[CH:13]=1.[CH2:22]=[O:23].[OH-].[Na+].Cl. The catalyst is O. The product is [Br:1][C:2]1[CH:3]=[CH:4][CH:5]=[C:6]2[C:10]=1[NH:9][C:8](=[O:11])[C:7]2([C:12]1[C:20]([OH:21])=[CH:19][C:15]2[O:16][CH2:17][O:18][C:14]=2[CH:13]=1)[CH2:22][OH:23]. The yield is 0.530. (7) The reactants are [Cl:1][C:2]1[CH:16]=[CH:15][C:5]([CH2:6][N:7]2[CH:12]=[C:11](Br)[CH:10]=[CH:9][C:8]2=[O:14])=[C:4]([F:17])[CH:3]=1.[C:18]([O:22][C:23]([NH:25][C:26]1[CH:31]=[CH:30][C:29](B(O)O)=[CH:28][CH:27]=1)=[O:24])([CH3:21])([CH3:20])[CH3:19]. No catalyst specified. The product is [Cl:1][C:2]1[CH:16]=[CH:15][C:5]([CH2:6][N:7]2[C:8](=[O:14])[CH:9]=[CH:10][C:11]([C:29]3[CH:28]=[CH:27][C:26]([NH:25][C:23](=[O:24])[O:22][C:18]([CH3:20])([CH3:19])[CH3:21])=[CH:31][CH:30]=3)=[CH:12]2)=[C:4]([F:17])[CH:3]=1. The yield is 0.750. (8) The product is [Cl:29][C:25]1[CH:24]=[C:23]([CH:28]=[CH:27][CH:26]=1)[NH:22][C:18]1[N:17]=[C:16]([C:15]2[N:11]([CH2:10][CH2:9][NH:8][C:5](=[O:7])[CH3:6])[CH:12]=[N:13][CH:14]=2)[CH:21]=[CH:20][N:19]=1. The yield is 0.390. The reactants are C(O[C:5](=[O:7])[CH3:6])(=O)C.[NH2:8][CH2:9][CH2:10][N:11]1[C:15]([C:16]2[CH:21]=[CH:20][N:19]=[C:18]([NH:22][C:23]3[CH:28]=[CH:27][CH:26]=[C:25]([Cl:29])[CH:24]=3)[N:17]=2)=[CH:14][N:13]=[CH:12]1.N. The catalyst is N1C=CC=CC=1.CCOC(C)=O. (9) The reactants are O1CCCC1.[C:6]([C:8]1[C:9]([NH2:14])=[N:10][CH:11]=[CH:12][CH:13]=1)#[CH:7].[F:15][C:16]1[CH:17]=[C:18]([CH:31]=[CH:32][CH:33]=1)[O:19][C:20]1[N:25]=[CH:24][C:23]([CH2:26][C:27](Cl)=[N:28][OH:29])=[CH:22][CH:21]=1.C(N(CC)CC)C. The catalyst is O. The product is [F:15][C:16]1[CH:17]=[C:18]([CH:31]=[CH:32][CH:33]=1)[O:19][C:20]1[N:25]=[CH:24][C:23]([CH2:26][C:27]2[CH:7]=[C:6]([C:8]3[C:9]([NH2:14])=[N:10][CH:11]=[CH:12][CH:13]=3)[O:29][N:28]=2)=[CH:22][CH:21]=1. The yield is 0.330.